Dataset: Reaction yield outcomes from USPTO patents with 853,638 reactions. Task: Predict the reaction yield, written as a fraction of the theoretical maximum amount of product (1.0 means a 100% yield; for example, 0.34 means a 34% yield). (1) The reactants are [Cl:1][C:2]1[C:10]([N+:11]([O-])=O)=[CH:9][CH:8]=[CH:7][C:3]=1[C:4]([OH:6])=[O:5].[N+]([C:17]1C=CC=C[C:18]=1C(O)=O)([O-])=O.[NH4+].[Cl-]. The catalyst is C1COCC1. The product is [Cl:1][C:2]1[C:3]([C:4]([OH:6])=[O:5])=[CH:7][CH:8]=[C:9]2[C:10]=1[NH:11][CH:18]=[CH:17]2. The yield is 0.900. (2) The reactants are C1(P(N=[N+]=[N-])(C2C=CC=CC=2)=[O:8])C=CC=CC=1.[C:18]1([C:24]2[N:25]=[C:26]3[CH:31]=[C:30](C(O)=O)[CH:29]=[CH:28][N:27]3[CH:35]=2)[CH:23]=[CH:22][CH:21]=[CH:20][CH:19]=1.C([N:38]([CH2:41]C)CC)C.[C:43]([OH:47])([CH3:46])([CH3:45])[CH3:44]. The catalyst is C(OCC)(=O)C. The product is [C:43]([O:47][C:41](=[O:8])[NH:38][C:30]1[CH:29]=[CH:28][N:27]2[CH:35]=[C:24]([C:18]3[CH:19]=[CH:20][CH:21]=[CH:22][CH:23]=3)[N:25]=[C:26]2[CH:31]=1)([CH3:46])([CH3:45])[CH3:44]. The yield is 0.550. (3) The reactants are Br[C:2]1[CH:7]=[CH:6][C:5]([Cl:8])=[C:4]([O:9][CH2:10][CH3:11])[CH:3]=1.[Li]CCCC.[B:17](OC(C)C)([O:22]C(C)C)[O:18]C(C)C. The catalyst is C1COCC1. The product is [Cl:8][C:5]1[CH:6]=[CH:7][C:2]([B:17]([OH:22])[OH:18])=[CH:3][C:4]=1[O:9][CH2:10][CH3:11]. The yield is 0.570. (4) The reactants are [O:1]([C:8]1[CH:13]=[CH:12][C:11]([NH:14][C:15](=O)[CH3:16])=[CH:10][CH:9]=1)[C:2]1[CH:7]=[CH:6][CH:5]=[CH:4][CH:3]=1.COC1C=CC(P2(SP(C3C=CC(OC)=CC=3)(=S)S2)=[S:27])=CC=1. The catalyst is C1(C)C=CC=CC=1. The product is [O:1]([C:8]1[CH:13]=[CH:12][C:11]([NH:14][C:15](=[S:27])[CH3:16])=[CH:10][CH:9]=1)[C:2]1[CH:7]=[CH:6][CH:5]=[CH:4][CH:3]=1. The yield is 0.607.